From a dataset of Reaction yield outcomes from USPTO patents with 853,638 reactions. Predict the reaction yield, written as a fraction of the theoretical maximum amount of product (1.0 means a 100% yield; for example, 0.34 means a 34% yield). (1) The reactants are [H-].[H-].[H-].[H-].[Li+].[Al+3].[N+:7]([C:10]1[CH:11]=[C:12]2[C:16](=[CH:17][CH:18]=1)[NH:15][C:14]([CH:19]([CH3:25])[C:20](OCC)=[O:21])=[CH:13]2)([O-:9])=[O:8].O.[OH-].[Na+]. The catalyst is C1COCC1. The product is [N+:7]([C:10]1[CH:11]=[C:12]2[C:16](=[CH:17][CH:18]=1)[NH:15][C:14]([CH:19]([CH3:25])[CH2:20][OH:21])=[CH:13]2)([O-:9])=[O:8]. The yield is 0.810. (2) The reactants are Br[C:2]1[CH:3]=[CH:4][C:5]2[N:6]([C:8]([CH2:11][O:12][C:13]3[C:22]4[C:17](=[CH:18][C:19]([O:23][CH3:24])=[CH:20][CH:21]=4)[N:16]=[CH:15][CH:14]=3)=[N:9][N:10]=2)[CH:7]=1.[CH3:25][N:26](C=O)C. The catalyst is [C-]#N.[Zn+2].[C-]#N.C1(P(C2C=CC=CC=2)[C-]2C=CC=C2)C=CC=CC=1.[C-]1(P(C2C=CC=CC=2)C2C=CC=CC=2)C=CC=C1.[Fe+2].C1C=CC(/C=C/C(/C=C/C2C=CC=CC=2)=O)=CC=1.C1C=CC(/C=C/C(/C=C/C2C=CC=CC=2)=O)=CC=1.C1C=CC(/C=C/C(/C=C/C2C=CC=CC=2)=O)=CC=1.[Pd].[Pd]. The product is [CH3:24][O:23][C:19]1[CH:18]=[C:17]2[C:22]([C:13]([O:12][CH2:11][C:8]3[N:6]4[CH:7]=[C:2]([C:25]#[N:26])[CH:3]=[CH:4][C:5]4=[N:10][N:9]=3)=[CH:14][CH:15]=[N:16]2)=[CH:21][CH:20]=1. The yield is 0.530. (3) The reactants are [CH3:1][C:2]1[N:7]=[C:6]([C:8]2[N:13]=[CH:12][C:11]3[CH:14]=[N:15][NH:16][C:10]=3[CH:9]=2)[CH:5]=[N:4][CH:3]=1.Br[C:18]1[N:23]=[C:22]([N:24]2[CH2:29][CH2:28][CH2:27][C@H:26]([NH:30][C:31](=[O:37])[O:32][C:33]([CH3:36])([CH3:35])[CH3:34])[CH2:25]2)[C:21]([Cl:38])=[N:20][CH:19]=1.CC1(C)C2C(=C(P(C3C=CC=CC=3)C3C=CC=CC=3)C=CC=2)OC2C(P(C3C=CC=CC=3)C3C=CC=CC=3)=CC=CC1=2.CC(C)([O-])C.[Na+]. The catalyst is C1(C)C=CC=CC=1.C1C=CC(/C=C/C(/C=C/C2C=CC=CC=2)=O)=CC=1.C1C=CC(/C=C/C(/C=C/C2C=CC=CC=2)=O)=CC=1.C1C=CC(/C=C/C(/C=C/C2C=CC=CC=2)=O)=CC=1.[Pd].[Pd]. The product is [Cl:38][C:21]1[C:22]([N:24]2[CH2:29][CH2:28][CH2:27][C@H:26]([NH:30][C:31](=[O:37])[O:32][C:33]([CH3:35])([CH3:34])[CH3:36])[CH2:25]2)=[N:23][C:18]([N:16]2[C:10]3[CH:9]=[C:8]([C:6]4[CH:5]=[N:4][CH:3]=[C:2]([CH3:1])[N:7]=4)[N:13]=[CH:12][C:11]=3[CH:14]=[N:15]2)=[CH:19][N:20]=1. The yield is 0.410. (4) The reactants are [CH2:1]([O:8][C:9]1[CH:15]=[CH:14][C:12]([NH2:13])=[CH:11][C:10]=1[O:16][CH3:17])[C:2]1[CH:7]=[CH:6][CH:5]=[CH:4][CH:3]=1.C(O[CH:21]=[C:22]([C:28]([O:30][CH2:31][CH3:32])=[O:29])[C:23]([O:25][CH2:26][CH3:27])=[O:24])C. The catalyst is C(O)C. The product is [CH2:1]([O:8][C:9]1[CH:15]=[CH:14][C:12]([NH:13][CH:21]=[C:22]([C:23]([O:25][CH2:26][CH3:27])=[O:24])[C:28]([O:30][CH2:31][CH3:32])=[O:29])=[CH:11][C:10]=1[O:16][CH3:17])[C:2]1[CH:3]=[CH:4][CH:5]=[CH:6][CH:7]=1. The yield is 1.00. (5) The catalyst is CO. The product is [Cl:4][C:5]1[CH:10]=[C:9]([N+:11]([O-:13])=[O:12])[C:8]([S:2][CH3:1])=[CH:7][C:6]=1[Cl:15]. The reactants are [CH3:1][S-:2].[Na+].[Cl:4][C:5]1[CH:10]=[C:9]([N+:11]([O-:13])=[O:12])[C:8](F)=[CH:7][C:6]=1[Cl:15]. The yield is 0.990. (6) The reactants are [O:1]1[CH2:4][C:3](=[CH:5][C:6]([O:8][CH2:9][CH3:10])=[O:7])[CH2:2]1.[NH3:11]. The yield is 1.00. The catalyst is C(O)C. The product is [NH2:11][C:3]1([CH2:5][C:6]([O:8][CH2:9][CH3:10])=[O:7])[CH2:4][O:1][CH2:2]1. (7) The reactants are [O:1]=[C:2]1[N:7]([CH2:8][C:9]([OH:11])=O)[N:6]=[N:5][C:4]2[CH:12]=[CH:13][CH:14]=[CH:15][C:3]1=2.[CH3:16][O:17][C:18]1[CH:23]=[CH:22][C:21]([C@@H:24]([NH2:26])[CH3:25])=[CH:20][CH:19]=1. No catalyst specified. The product is [CH3:16][O:17][C:18]1[CH:23]=[CH:22][C:21]([C@@H:24]([NH:26][C:9](=[O:11])[CH2:8][N:7]2[C:2](=[O:1])[C:3]3[CH:15]=[CH:14][CH:13]=[CH:12][C:4]=3[N:5]=[N:6]2)[CH3:25])=[CH:20][CH:19]=1. The yield is 0.580.